This data is from Reaction yield outcomes from USPTO patents with 853,638 reactions. The task is: Predict the reaction yield, written as a fraction of the theoretical maximum amount of product (1.0 means a 100% yield; for example, 0.34 means a 34% yield). The reactants are C([O:8][C@@H:9]1[C@@H:14]([O:15]CC2C=CC=CC=2)[C@@H:13]([O:23]CC2C=CC=CC=2)[C@@H:12]([CH2:31][O:32]CC2C=CC=CC=2)[O:11][C@:10]21[C:47]1[C:42](=[CH:43][C:44]([CH3:58])=[C:45]([CH2:48][C:49]3[CH:54]=[CH:53][C:52]([CH:55]([CH3:57])[CH3:56])=[CH:51][CH:50]=3)[CH:46]=1)[CH2:41][O:40]2)C1C=CC=CC=1. The catalyst is C(OCC)(=O)C.CO.Cl.[C].[Pd]. The product is [OH:32][CH2:31][C@H:12]1[O:11][C@@:10]2([C:47]3[C:42](=[CH:43][C:44]([CH3:58])=[C:45]([CH2:48][C:49]4[CH:54]=[CH:53][C:52]([CH:55]([CH3:57])[CH3:56])=[CH:51][CH:50]=4)[CH:46]=3)[CH2:41][O:40]2)[C@H:9]([OH:8])[C@@H:14]([OH:15])[C@@H:13]1[OH:23]. The yield is 0.121.